From a dataset of Forward reaction prediction with 1.9M reactions from USPTO patents (1976-2016). Predict the product of the given reaction. Given the reactants [CH3:1][NH:2][C:3]1[CH:12]=[CH:11][C:6]([S:7]([OH:10])(=[O:9])=[O:8])=[CH:5][CH:4]=1.[H-].[Na+].Br[CH2:16][C:17]([O:19][CH2:20][CH3:21])=[O:18].Cl, predict the reaction product. The product is: [CH3:1][N:2]([C:3]1[CH:12]=[CH:11][C:6]([S:7]([OH:10])(=[O:9])=[O:8])=[CH:5][CH:4]=1)[CH2:16][C:17]([O:19][CH2:20][CH3:21])=[O:18].